From a dataset of Full USPTO retrosynthesis dataset with 1.9M reactions from patents (1976-2016). Predict the reactants needed to synthesize the given product. (1) Given the product [CH3:25][S:22]([N:13]([CH2:12][C:8]1[CH:7]=[C:6]([CH2:5][C:4]([OH:26])=[O:3])[CH:11]=[CH:10][CH:9]=1)[CH2:14][C:15]1[CH:16]=[CH:17][C:18]([CH3:21])=[CH:19][CH:20]=1)(=[O:24])=[O:23], predict the reactants needed to synthesize it. The reactants are: C([O:3][C:4](=[O:26])[CH2:5][C:6]1[CH:11]=[CH:10][CH:9]=[C:8]([CH2:12][N:13]([S:22]([CH3:25])(=[O:24])=[O:23])[CH2:14][C:15]2[CH:20]=[CH:19][C:18]([CH3:21])=[CH:17][CH:16]=2)[CH:7]=1)C.[OH-].[Na+]. (2) Given the product [OH:17][C:8]1[C:7]([N+:4]([O-:6])=[O:5])=[CH:16][CH:15]=[CH:14][C:9]=1[C:10]([NH:2][NH2:3])=[O:11], predict the reactants needed to synthesize it. The reactants are: O.[NH2:2][NH2:3].[N+:4]([C:7]1[CH:16]=[CH:15][CH:14]=[C:9]([C:10](OC)=[O:11])[C:8]=1[OH:17])([O-:6])=[O:5].[OH-].[Na+]. (3) Given the product [F:7][C:8]1([F:16])[CH2:13][CH2:12][CH:11]([CH2:14][NH2:15])[CH2:10][CH2:9]1, predict the reactants needed to synthesize it. The reactants are: [H-].[H-].[H-].[H-].[Li+].[Al+3].[F:7][C:8]1([F:16])[CH2:13][CH2:12][CH:11]([C:14]#[N:15])[CH2:10][CH2:9]1. (4) Given the product [NH2:12][CH2:11][CH2:10][NH:13][C:3]1[N:4]=[CH:5][C:6]([C:7]#[N:8])=[CH:1][CH:2]=1, predict the reactants needed to synthesize it. The reactants are: [CH:1]1[C:6]([C:7]#[N:8])=[CH:5][N:4]=[C:3](Cl)[CH:2]=1.[CH2:10]([NH2:13])[CH2:11][NH2:12]. (5) Given the product [CH2:1]([N:3]1[C:7]2=[N:8][C:9]([CH2:27][CH3:28])=[C:10]([CH2:19][NH:20][C:21](=[O:26])[CH2:22][C:23]([NH:29][CH2:30][C:31]3[CH:32]=[C:33]([C:37]4[CH:42]=[CH:41][CH:40]=[C:39]([CH2:43][CH:44]5[CH2:49][CH2:48][NH:47][CH2:46][CH2:45]5)[CH:38]=4)[CH:34]=[CH:35][CH:36]=3)=[O:24])[C:11]([NH:12][CH:13]3[CH2:14][CH2:15][O:16][CH2:17][CH2:18]3)=[C:6]2[CH:5]=[N:4]1)[CH3:2], predict the reactants needed to synthesize it. The reactants are: [CH2:1]([N:3]1[C:7]2=[N:8][C:9]([CH2:27][CH3:28])=[C:10]([CH2:19][NH:20][C:21](=[O:26])[CH2:22][C:23](O)=[O:24])[C:11]([NH:12][CH:13]3[CH2:18][CH2:17][O:16][CH2:15][CH2:14]3)=[C:6]2[CH:5]=[N:4]1)[CH3:2].[NH2:29][CH2:30][C:31]1[CH:32]=[C:33]([C:37]2[CH:42]=[CH:41][CH:40]=[C:39]([CH2:43][CH:44]3[CH2:49][CH2:48][N:47](C(OC(C)(C)C)=O)[CH2:46][CH2:45]3)[CH:38]=2)[CH:34]=[CH:35][CH:36]=1.CN(C(ON1N=NC2C=CC=CC1=2)=[N+](C)C)C.F[P-](F)(F)(F)(F)F. (6) Given the product [F:1][C:2]1[CH:7]=[C:6]([C:25]2[CH:30]=[CH:29][CH:28]=[CH:27][C:26]=2[S:31]([CH:34]([CH3:36])[CH3:35])(=[O:32])=[O:33])[CH:5]=[CH:4][C:3]=1[C:17]1[N:18]=[CH:19][C:20]([NH2:23])=[N:21][CH:22]=1, predict the reactants needed to synthesize it. The reactants are: [F:1][C:2]1[CH:7]=[C:6](B2OC(C)(C)C(C)(C)O2)[CH:5]=[CH:4][C:3]=1[C:17]1[N:18]=[CH:19][C:20]([NH2:23])=[N:21][CH:22]=1.Br[C:25]1[CH:30]=[CH:29][CH:28]=[CH:27][C:26]=1[S:31]([CH:34]([CH3:36])[CH3:35])(=[O:33])=[O:32]. (7) Given the product [F:23][C:24]([F:37])([F:38])[C:25]1[CH:26]=[C:27]([CH:30]=[C:31]([C:33]([F:36])([F:34])[F:35])[CH:32]=1)[CH2:28][N:13]([C:14]1[N:15]=[CH:16][C:17]([Br:20])=[CH:18][N:19]=1)[C@@H:11]1[CH2:12][N:8]([C:6]([OH:5])=[O:7])[C@H:9]([CH2:21][CH3:22])[CH2:10]1, predict the reactants needed to synthesize it. The reactants are: C([O:5][C:6]([N:8]1[CH2:12][C@@H:11]([NH:13][C:14]2[N:19]=[CH:18][C:17]([Br:20])=[CH:16][N:15]=2)[CH2:10][C@H:9]1[CH2:21][CH3:22])=[O:7])(C)(C)C.[F:23][C:24]([F:38])([F:37])[C:25]1[CH:26]=[C:27]([CH:30]=[C:31]([C:33]([F:36])([F:35])[F:34])[CH:32]=1)[CH2:28]Br.[H-].[Na+]. (8) Given the product [NH2:24][C:7]1[C:6]2[N:5]([C:4]([C@H:12]3[CH2:17][N:16]4[C:18](=[O:23])[O:19][CH:20]([CH:21]=[CH2:22])[C@@H:15]4[CH2:14][CH2:13]3)=[N:3][C:2]=2[Br:1])[CH:10]=[CH:9][N:8]=1, predict the reactants needed to synthesize it. The reactants are: [Br:1][C:2]1[N:3]=[C:4]([C@H:12]2[CH2:17][N:16]3[C:18](=[O:23])[O:19][CH:20]([CH:21]=[CH2:22])[C@@H:15]3[CH2:14][CH2:13]2)[N:5]2[CH:10]=[CH:9][N:8]=[C:7](Cl)[C:6]=12.[NH3:24].O. (9) Given the product [CH:5]([O:4][C:2]([N:26]1[CH2:27][CH2:29][CH2:35][CH2:32][CH:30]1[C:10]1[O:9][C:14]2=[CH:15][CH:16]=[CH:17][C:13]2=[CH:12][CH:11]=1)=[O:3])([CH3:7])[CH3:6], predict the reactants needed to synthesize it. The reactants are: Cl[C:2]([O:4][CH:5]([CH3:7])[CH3:6])=[O:3].Cl.[O:9]1[C:14]2=[CH:15][CH:16]=[CH:17][C:13]2=[CH:12][CH:11]=[C:10]1N1CCCCC1.C([N:26]([CH:30]([CH3:32])C)[CH:27]([CH3:29])C)C.O.Cl[CH2:35]Cl.